Dataset: Peptide-MHC class II binding affinity with 134,281 pairs from IEDB. Task: Regression. Given a peptide amino acid sequence and an MHC pseudo amino acid sequence, predict their binding affinity value. This is MHC class II binding data. The peptide sequence is PGESRHTSDHMSIYK. The MHC is DRB1_1101 with pseudo-sequence DRB1_1101. The binding affinity (normalized) is 0.